Dataset: Reaction yield outcomes from USPTO patents with 853,638 reactions. Task: Predict the reaction yield, written as a fraction of the theoretical maximum amount of product (1.0 means a 100% yield; for example, 0.34 means a 34% yield). (1) The reactants are C([O:3][CH:4](OCC)[CH2:5][N:6]1[CH:14]=[C:13]2[C:8]([N:9]=[C:10]([C:28]3[CH:33]=[CH:32][C:31]([F:34])=[CH:30][CH:29]=3)[C:11]([C:22]3[CH:27]=[CH:26][N:25]=[CH:24][CH:23]=3)=[C:12]2[C:15]2[CH:20]=[CH:19][C:18]([F:21])=[CH:17][CH:16]=2)=[N:7]1)C.Cl. No catalyst specified. The product is [F:21][C:18]1[CH:19]=[CH:20][C:15]([C:12]2[C:13]3[C:8](=[N:7][N:6]([CH2:5][CH:4]=[O:3])[CH:14]=3)[N:9]=[C:10]([C:28]3[CH:33]=[CH:32][C:31]([F:34])=[CH:30][CH:29]=3)[C:11]=2[C:22]2[CH:27]=[CH:26][N:25]=[CH:24][CH:23]=2)=[CH:16][CH:17]=1. The yield is 0.650. (2) The catalyst is CCCCCCC.CCOC(C)=O. The reactants are [Cl:1][C:2]1[C:3]([N+:13]([O-:15])=[O:14])=[CH:4][C:5]2[O:10][CH2:9][C:8](=[O:11])[NH:7][C:6]=2[CH:12]=1.C([O-])([O-])=O.[Cs+].[Cs+].[Cl:22][CH2:23][CH2:24][CH2:25]I. The yield is 0.360. The product is [Cl:1][C:2]1[C:3]([N+:13]([O-:15])=[O:14])=[CH:4][C:5]2[O:10][CH2:9][C:8](=[O:11])[N:7]([CH2:25][CH2:24][CH2:23][Cl:22])[C:6]=2[CH:12]=1. (3) The reactants are [C:1]1([C:7]#[CH:8])[CH:6]=[CH:5][CH:4]=[CH:3][CH:2]=1.Br[C:10]1[CH:11]=[N:12][CH:13]=[C:14]([O:16][CH3:17])[CH:15]=1. The catalyst is C(N(CC)CC)C.[Cu]I.C1(C=CC=CC=1)[P](C1C=CC=CC=1)(C1C=CC=CC=1)[Pd][P](C1C=CC=CC=1)(C1C=CC=CC=1)C1C=CC=CC=1. The product is [CH3:17][O:16][C:14]1[CH:13]=[N:12][CH:11]=[C:10]([C:8]#[C:7][C:1]2[CH:6]=[CH:5][CH:4]=[CH:3][CH:2]=2)[CH:15]=1. The yield is 0.660. (4) The reactants are C([O:3][C:4]([C:6]1([C:9]2[CH:14]=[CH:13][C:12]([C:15]3[CH:20]=[CH:19][C:18]([C:21]4[S:22][C:23]([Cl:39])=[CH:24][C:25]=4[NH:26][C:27]([O:29][C@@H:30]([C:32]4[CH:37]=[CH:36][C:35]([Cl:38])=[CH:34][CH:33]=4)[CH3:31])=[O:28])=[CH:17][C:16]=3[O:40][CH3:41])=[CH:11][CH:10]=2)[CH2:8][CH2:7]1)=[O:5])C.[OH-].[Na+].O1CCCC1.Cl. The catalyst is C(O)(C)C. The product is [Cl:39][C:23]1[S:22][C:21]([C:18]2[CH:19]=[CH:20][C:15]([C:12]3[CH:13]=[CH:14][C:9]([C:6]4([C:4]([OH:5])=[O:3])[CH2:7][CH2:8]4)=[CH:10][CH:11]=3)=[C:16]([O:40][CH3:41])[CH:17]=2)=[C:25]([NH:26][C:27]([O:29][C@@H:30]([C:32]2[CH:37]=[CH:36][C:35]([Cl:38])=[CH:34][CH:33]=2)[CH3:31])=[O:28])[CH:24]=1. The yield is 0.200. (5) The product is [CH:1]1([O:6][C:7](=[O:47])[C@@H:8]([NH:16][CH2:17][C:18]2[CH:23]=[CH:22][C:21]([CH2:24][NH:25][CH2:26][C:27]3[CH:28]=[CH:29][C:30]4[CH:34]=[C:33]([C:35](=[O:45])[NH:36][OH:37])[S:32][C:31]=4[CH:46]=3)=[CH:20][CH:19]=2)[CH2:9][C:10]2[CH:15]=[CH:14][CH:13]=[CH:12][CH:11]=2)[CH2:5][CH2:4][CH2:3][CH2:2]1. The catalyst is C(Cl)Cl. The yield is 0.590. The reactants are [CH:1]1([O:6][C:7](=[O:47])[C@@H:8]([NH:16][CH2:17][C:18]2[CH:23]=[CH:22][C:21]([CH2:24][NH:25][CH2:26][C:27]3[CH:28]=[CH:29][C:30]4[CH:34]=[C:33]([C:35](=[O:45])[NH:36][O:37]C(OCC(C)C)C)[S:32][C:31]=4[CH:46]=3)=[CH:20][CH:19]=2)[CH2:9][C:10]2[CH:15]=[CH:14][CH:13]=[CH:12][CH:11]=2)[CH2:5][CH2:4][CH2:3][CH2:2]1.CO.C(O)(C(F)(F)F)=O. (6) The reactants are [CH2:1]([C:5]1([CH2:29][CH2:30][CH2:31][CH3:32])[NH:11][CH:10]([C:12]2[CH:17]=[CH:16][C:15]([O:18]C)=[CH:14][CH:13]=2)[C:9]2[CH:20]=[C:21]([N:24]([CH3:26])[CH3:25])[CH:22]=[CH:23][C:8]=2[S:7](=[O:28])(=[O:27])[CH2:6]1)[CH2:2][CH2:3][CH3:4].B(Br)(Br)Br. The catalyst is C(Cl)Cl. The product is [CH2:1]([C:5]1([CH2:29][CH2:30][CH2:31][CH3:32])[NH:11][CH:10]([C:12]2[CH:13]=[CH:14][C:15]([OH:18])=[CH:16][CH:17]=2)[C:9]2[CH:20]=[C:21]([N:24]([CH3:26])[CH3:25])[CH:22]=[CH:23][C:8]=2[S:7](=[O:27])(=[O:28])[CH2:6]1)[CH2:2][CH2:3][CH3:4]. The yield is 0.860.